Dataset: Forward reaction prediction with 1.9M reactions from USPTO patents (1976-2016). Task: Predict the product of the given reaction. (1) Given the reactants [CH:1]([C:4]1[O:8][C:7]([C:9]2[CH:14]=[CH:13][CH:12]=[CH:11][C:10]=2[O:15]C)=[N:6][C:5]=1[CH2:17][CH2:18][C:19]([C:21]1[CH:26]=[CH:25][C:24]([CH2:27][CH2:28][C:29]([O:31][CH3:32])=[O:30])=[C:23]([CH3:33])[CH:22]=1)=[O:20])([CH3:3])[CH3:2].ClB(Cl)Cl, predict the reaction product. The product is: [CH:1]([C:4]1[O:8][C:7]([C:9]2[CH:14]=[CH:13][CH:12]=[CH:11][C:10]=2[OH:15])=[N:6][C:5]=1[CH2:17][CH2:18][C:19]([C:21]1[CH:26]=[CH:25][C:24]([CH2:27][CH2:28][C:29]([O:31][CH3:32])=[O:30])=[C:23]([CH3:33])[CH:22]=1)=[O:20])([CH3:3])[CH3:2]. (2) Given the reactants [C:1]([O:6][C:7]1[CH:8]=[CH:9][CH:10]=[C:11]2[C:16]=1[N:15]=[CH:14][CH:13]=[CH:12]2)(=[O:5])[C:2]([CH3:4])=[CH2:3].[C:17]([O-:22])(=[O:21])[C:18]([CH3:20])=[CH2:19], predict the reaction product. The product is: [C:1]([O:6][C:7]1[CH:8]=[CH:9][CH:10]=[C:11]2[C:16]=1[N:15]=[CH:14][CH:13]=[CH:12]2)(=[O:5])[C:2]([CH3:4])=[CH2:3].[C:1]([O:6][CH3:7])(=[O:5])[C:2]([CH3:4])=[CH2:3].[C:17]([O:22][CH2:2][CH2:1][OH:5])(=[O:21])[C:18]([CH3:20])=[CH2:19].